Predict the product of the given reaction. From a dataset of Forward reaction prediction with 1.9M reactions from USPTO patents (1976-2016). (1) Given the reactants [Cl:1][C:2]1[CH:7]=[CH:6][CH:5]=[CH:4][C:3]=1[S:8]([NH:11][C:12]1[C:17]([C:18]2[CH:23]=[CH:22][C:21]([CH2:24]Cl)=[CH:20][CH:19]=2)=[N:16][CH:15]=[CH:14][N:13]=1)(=[O:10])=[O:9].[F:26][C:27]1[CH:34]=[CH:33][CH:32]=[CH:31][C:28]=1[NH:29][CH3:30], predict the reaction product. The product is: [Cl:1][C:2]1[CH:7]=[CH:6][CH:5]=[CH:4][C:3]=1[S:8]([NH:11][C:12]1[C:17]([C:18]2[CH:19]=[CH:20][C:21]([CH2:24][N:29]([C:28]3[CH:31]=[CH:32][CH:33]=[CH:34][C:27]=3[F:26])[CH3:30])=[CH:22][CH:23]=2)=[N:16][CH:15]=[CH:14][N:13]=1)(=[O:10])=[O:9]. (2) Given the reactants [CH2:1](I)[CH3:2].[Br:4][C:5]1[CH:6]=[CH:7][C:8]([F:13])=[C:9]([Zn]I)[CH:10]=1, predict the reaction product. The product is: [Br:4][C:5]1[CH:6]=[CH:7][C:8]([F:13])=[C:9]([CH2:1][CH3:2])[CH:10]=1. (3) Given the reactants [N:1]([C:4]1[CH:22]=[CH:21][C:7]([C:8]([NH:10][CH2:11][CH2:12][C:13]2[CH:18]=[CH:17][C:16]([O:19][CH3:20])=[CH:15][CH:14]=2)=O)=[CH:6][CH:5]=1)=[N+:2]=[N-:3].C=O.[BH3-][C:26]#N.[Na+], predict the reaction product. The product is: [N:1]([C:4]1[CH:22]=[CH:21][C:7]([CH:8]2[C:18]3[C:13](=[CH:14][CH:15]=[C:16]([O:19][CH3:20])[CH:17]=3)[CH2:12][CH2:11][N:10]2[CH3:26])=[CH:6][CH:5]=1)=[N+:2]=[N-:3]. (4) Given the reactants CC(OI1(OC(C)=O)(OC(C)=O)OC(=O)C2C=CC=CC1=2)=O.[CH2:23]([O:30][C:31]1[CH:36]=[CH:35][C:34]([CH:37]([C:40]2[CH:45]=[CH:44][CH:43]=[CH:42][C:41]=2[F:46])[CH2:38][OH:39])=[CH:33][CH:32]=1)[C:24]1[CH:29]=[CH:28][CH:27]=[CH:26][CH:25]=1.C(OCC)C, predict the reaction product. The product is: [CH2:23]([O:30][C:31]1[CH:36]=[CH:35][C:34]([CH:37]([C:40]2[CH:45]=[CH:44][CH:43]=[CH:42][C:41]=2[F:46])[CH:38]=[O:39])=[CH:33][CH:32]=1)[C:24]1[CH:25]=[CH:26][CH:27]=[CH:28][CH:29]=1.